Dataset: HIV replication inhibition screening data with 41,000+ compounds from the AIDS Antiviral Screen. Task: Binary Classification. Given a drug SMILES string, predict its activity (active/inactive) in a high-throughput screening assay against a specified biological target. (1) The compound is CCOP(=O)(OCC)C(C#N)=Cc1ccc(Br)cc1. The result is 0 (inactive). (2) The drug is CCCCCCCCCCCCNC(=O)c1ccc([Se][Se]c2ccc(C(=O)NCCCCCCCCCCCC)cc2)cc1. The result is 0 (inactive). (3) The molecule is Cn1c(C(C#N)c2ncccc2[N+](=O)[O-])nc2ccccc21. The result is 0 (inactive). (4) The drug is CC12CCC3C(CC=C4CC(O)CCC43C)C1Cc1cnn(-c3ccccc3)c1N2. The result is 0 (inactive). (5) The drug is Cn1cc(S(=O)(=O)NC(=O)Nc2ccc(Cl)cc2)c2ccccc21. The result is 0 (inactive).